This data is from NCI-60 drug combinations with 297,098 pairs across 59 cell lines. The task is: Regression. Given two drug SMILES strings and cell line genomic features, predict the synergy score measuring deviation from expected non-interaction effect. (1) Drug 1: COC1=CC(=CC(=C1O)OC)C2C3C(COC3=O)C(C4=CC5=C(C=C24)OCO5)OC6C(C(C7C(O6)COC(O7)C8=CC=CS8)O)O. Drug 2: CNC(=O)C1=NC=CC(=C1)OC2=CC=C(C=C2)NC(=O)NC3=CC(=C(C=C3)Cl)C(F)(F)F. Cell line: SN12C. Synergy scores: CSS=49.4, Synergy_ZIP=-5.16, Synergy_Bliss=-1.21, Synergy_Loewe=-7.80, Synergy_HSA=0.477. (2) Drug 1: COC1=C(C=C2C(=C1)N=CN=C2NC3=CC(=C(C=C3)F)Cl)OCCCN4CCOCC4. Drug 2: CN(CCCl)CCCl.Cl. Cell line: SF-295. Synergy scores: CSS=9.37, Synergy_ZIP=-4.62, Synergy_Bliss=0.489, Synergy_Loewe=1.02, Synergy_HSA=1.14. (3) Drug 1: CC12CCC3C(C1CCC2=O)CC(=C)C4=CC(=O)C=CC34C. Drug 2: N.N.Cl[Pt+2]Cl. Cell line: OVCAR-4. Synergy scores: CSS=6.63, Synergy_ZIP=0.342, Synergy_Bliss=-0.663, Synergy_Loewe=-1.59, Synergy_HSA=-0.722. (4) Drug 1: CC1CCC2CC(C(=CC=CC=CC(CC(C(=O)C(C(C(=CC(C(=O)CC(OC(=O)C3CCCCN3C(=O)C(=O)C1(O2)O)C(C)CC4CCC(C(C4)OC)OCCO)C)C)O)OC)C)C)C)OC. Drug 2: N.N.Cl[Pt+2]Cl. Cell line: HCT-15. Synergy scores: CSS=41.6, Synergy_ZIP=3.07, Synergy_Bliss=3.06, Synergy_Loewe=2.80, Synergy_HSA=2.38. (5) Synergy scores: CSS=6.14, Synergy_ZIP=-2.57, Synergy_Bliss=-3.88, Synergy_Loewe=-6.51, Synergy_HSA=-4.64. Cell line: NCI/ADR-RES. Drug 1: C1CCN(CC1)CCOC2=CC=C(C=C2)C(=O)C3=C(SC4=C3C=CC(=C4)O)C5=CC=C(C=C5)O. Drug 2: COCCOC1=C(C=C2C(=C1)C(=NC=N2)NC3=CC=CC(=C3)C#C)OCCOC.Cl. (6) Drug 1: C1CCC(CC1)NC(=O)N(CCCl)N=O. Drug 2: CC1=C(C(=CC=C1)Cl)NC(=O)C2=CN=C(S2)NC3=CC(=NC(=N3)C)N4CCN(CC4)CCO. Cell line: DU-145. Synergy scores: CSS=5.10, Synergy_ZIP=-4.27, Synergy_Bliss=1.09, Synergy_Loewe=-3.30, Synergy_HSA=0.501. (7) Drug 1: C1=NC2=C(N1)C(=S)N=C(N2)N. Drug 2: CNC(=O)C1=NC=CC(=C1)OC2=CC=C(C=C2)NC(=O)NC3=CC(=C(C=C3)Cl)C(F)(F)F. Cell line: K-562. Synergy scores: CSS=65.4, Synergy_ZIP=-0.570, Synergy_Bliss=-2.29, Synergy_Loewe=-0.994, Synergy_HSA=0.350. (8) Drug 1: COC1=C2C(=CC3=C1OC=C3)C=CC(=O)O2. Drug 2: C1C(C(OC1N2C=NC(=NC2=O)N)CO)O. Cell line: M14. Synergy scores: CSS=-8.30, Synergy_ZIP=9.21, Synergy_Bliss=0.836, Synergy_Loewe=-7.79, Synergy_HSA=-6.47.